From a dataset of Forward reaction prediction with 1.9M reactions from USPTO patents (1976-2016). Predict the product of the given reaction. (1) Given the reactants Cl.[Cl:2][C:3]1[CH:16]=[CH:15][CH:14]=[CH:13][C:4]=1[O:5][CH2:6][CH:7]1[CH2:12][CH2:11][CH2:10][NH:9][CH2:8]1.[N:17]1([CH2:22][C:23]2[CH:28]=[CH:27][C:26]([NH:29][C:30](=O)[O:31]C3C=CC=CC=3)=[CH:25][CH:24]=2)[CH:21]=[CH:20][CH:19]=[N:18]1.C(N(CC)CC)C.C(OCC)(=O)C, predict the reaction product. The product is: [Cl:2][C:3]1[CH:16]=[CH:15][CH:14]=[CH:13][C:4]=1[O:5][CH2:6][CH:7]1[CH2:12][CH2:11][CH2:10][N:9]([C:30]([NH:29][C:26]2[CH:27]=[CH:28][C:23]([CH2:22][N:17]3[CH:21]=[CH:20][CH:19]=[N:18]3)=[CH:24][CH:25]=2)=[O:31])[CH2:8]1. (2) Given the reactants [CH3:1][O:2][C:3]1[CH:8]=[CH:7][C:6]([C:9]2[C:14]([CH3:15])=[C:13]([C:16]([F:19])([F:18])[F:17])[N:12]3[N:20]=[CH:21][C:22]([C:23]([OH:25])=O)=[C:11]3[N:10]=2)=[CH:5][CH:4]=1.CN(C(ON1N=NC2C=CC=NC1=2)=[N+](C)C)C.F[P-](F)(F)(F)(F)F.CCN(C(C)C)C(C)C.[F:59][C:60]1[CH:61]=[C:62]([C@H:67]([N:69]2[CH2:74][CH2:73][NH:72][C@H:71]([CH3:75])[CH2:70]2)[CH3:68])[CH:63]=[C:64]([F:66])[CH:65]=1, predict the reaction product. The product is: [F:59][C:60]1[CH:61]=[C:62]([C@H:67]([N:69]2[CH2:74][CH2:73][N:72]([C:23]([C:22]3[CH:21]=[N:20][N:12]4[C:13]([C:16]([F:17])([F:18])[F:19])=[C:14]([CH3:15])[C:9]([C:6]5[CH:7]=[CH:8][C:3]([O:2][CH3:1])=[CH:4][CH:5]=5)=[N:10][C:11]=34)=[O:25])[C@H:71]([CH3:75])[CH2:70]2)[CH3:68])[CH:63]=[C:64]([F:66])[CH:65]=1. (3) Given the reactants [C:1]1([NH:7][NH:8][C:9]([NH2:11])=[S:10])[CH:6]=[CH:5][CH:4]=[CH:3][CH:2]=1.Br[CH2:13][C:14]([C:16]1[CH:25]=[CH:24][C:23]2[NH:22][C:21](=[O:26])[C:20]3[NH:27][CH:28]=[CH:29][C:19]=3[C:18]=2[CH:17]=1)=O.[CH2:30]([C:32]([O-:34])=[O:33])[CH3:31], predict the reaction product. The product is: [O:26]=[C:21]1[C:20]2[NH:27][CH:28]=[CH:29][C:19]=2[C:18]2[CH:17]=[C:16]([C:14]3[N:11]=[C:9]([NH:8][NH:7][C:1]4[CH:2]=[CH:3][CH:4]=[CH:5][CH:6]=4)[S:10][CH:13]=3)[CH:25]=[CH:24][C:23]=2[NH:22]1.[CH2:30]([C:32]([O-:34])=[O:33])[CH3:31]. (4) Given the reactants [CH:1]1([NH2:4])[CH2:3][CH2:2]1.C(O)(=O)C.C(O[BH-](OC(=O)C)OC(=O)C)(=O)C.[Na+].[CH:23]([C:25]1[CH:30]=[CH:29][C:28]([C:31]#[C:32]/[CH:33]=[CH:34]/[C:35]2[CH:40]=[CH:39][C:38]([C:41](=[O:53])[N:42]([CH:44]([C:49]([NH:51][CH3:52])=[O:50])[C:45]([O:47][CH3:48])=[O:46])[CH3:43])=[CH:37][CH:36]=2)=[CH:27][CH:26]=1)=O, predict the reaction product. The product is: [CH:1]1([NH:4][CH2:23][C:25]2[CH:30]=[CH:29][C:28]([C:31]#[C:32]/[CH:33]=[CH:34]/[C:35]3[CH:40]=[CH:39][C:38]([C:41](=[O:53])[N:42]([CH:44]([C:49]([NH:51][CH3:52])=[O:50])[C:45]([O:47][CH3:48])=[O:46])[CH3:43])=[CH:37][CH:36]=3)=[CH:27][CH:26]=2)[CH2:3][CH2:2]1. (5) Given the reactants [OH:1][C:2]1[CH:3]=[N:4][C:5]([CH3:8])=[CH:6][CH:7]=1.[CH3:9][N:10]([C:14]1[CH:19]=[CH:18][CH:17]=[CH:16][CH:15]=1)[C:11](Cl)=[O:12], predict the reaction product. The product is: [CH3:8][C:5]1[N:4]=[CH:3][C:2]([O:1][C:11](=[O:12])[N:10]([CH3:9])[C:14]2[CH:19]=[CH:18][CH:17]=[CH:16][CH:15]=2)=[CH:7][CH:6]=1.